From a dataset of Forward reaction prediction with 1.9M reactions from USPTO patents (1976-2016). Predict the product of the given reaction. (1) Given the reactants [F:1][C:2]1[C:3]([N+:12]([O-:14])=[O:13])=[CH:4][C:5]([O:10][CH3:11])=[C:6]([CH:9]=1)[CH:7]=[O:8].CC1C=CC(S([CH2:25][N+:26]#[C-:27])(=O)=O)=CC=1.C(=O)([O-])[O-].[K+].[K+], predict the reaction product. The product is: [F:1][C:2]1[C:3]([N+:12]([O-:14])=[O:13])=[CH:4][C:5]([O:10][CH3:11])=[C:6]([C:7]2[O:8][CH:27]=[N:26][CH:25]=2)[CH:9]=1. (2) The product is: [C:1]([O:5][C:6](=[O:13])[NH:7][C:8]([CH3:12])([CH3:11])[CH:9]=[O:10])([CH3:4])([CH3:2])[CH3:3]. Given the reactants [C:1]([O:5][C:6](=[O:13])[NH:7][C:8]([CH3:12])([CH3:11])[CH2:9][OH:10])([CH3:4])([CH3:3])[CH3:2].CC(OI1(OC(C)=O)(OC(C)=O)OC(=O)C2C1=CC=CC=2)=O.[O-]S([O-])(=S)=O.[Na+].[Na+], predict the reaction product. (3) Given the reactants [CH2:1]([N:8]1[CH2:13][C:12](=[O:14])[NH:11][C:10]2[CH:15]=[C:16]([CH2:19]O)[CH:17]=[N:18][C:9]1=2)[C:2]1[CH:7]=[CH:6][CH:5]=[CH:4][CH:3]=1.[I-].C(C[P+](C)(C)C)#N.C(N(C(C)C)C(C)C)C.Cl.[Cl:39][C:40]1[CH:45]=[CH:44][C:43]([C:46]2[CH2:47][CH2:48][NH:49][CH2:50][CH:51]=2)=[CH:42][CH:41]=1, predict the reaction product. The product is: [CH2:1]([N:8]1[CH2:13][C:12](=[O:14])[NH:11][C:10]2[CH:15]=[C:16]([CH2:19][N:49]3[CH2:50][CH2:51][C:46]([C:43]4[CH:42]=[CH:41][C:40]([Cl:39])=[CH:45][CH:44]=4)=[CH:47][CH2:48]3)[CH:17]=[N:18][C:9]1=2)[C:2]1[CH:7]=[CH:6][CH:5]=[CH:4][CH:3]=1. (4) The product is: [CH2:5]([O:12][C:13]1[CH:14]=[C:15]2[C:19](=[CH:20][CH:21]=1)[NH:18][N:17]=[C:16]2[I:1])[C:6]1[CH:11]=[CH:10][CH:9]=[CH:8][CH:7]=1. Given the reactants [I:1]I.[OH-].[K+].[CH2:5]([O:12][C:13]1[CH:14]=[C:15]2[C:19](=[CH:20][CH:21]=1)[N:18](C(=O)C)[N:17]=[CH:16]2)[C:6]1[CH:11]=[CH:10][CH:9]=[CH:8][CH:7]=1.S([O-])([O-])(=O)=S.[Na+].[Na+], predict the reaction product. (5) Given the reactants [CH2:1]1[CH:5]2[CH2:6][NH:7][CH2:8][CH:4]2[CH2:3][N:2]1[C:9]1[CH:18]=[N:17][C:16]2[C:11](=[CH:12][CH:13]=[CH:14][CH:15]=2)[N:10]=1.[CH3:19][C:20]1[CH:28]=[CH:27][CH:26]=[CH:25][C:21]=1[C:22](O)=[O:23], predict the reaction product. The product is: [CH3:19][C:20]1[CH:28]=[CH:27][CH:26]=[CH:25][C:21]=1[C:22]([N:7]1[CH2:6][CH:5]2[CH2:1][N:2]([C:9]3[CH:18]=[N:17][C:16]4[C:11](=[CH:12][CH:13]=[CH:14][CH:15]=4)[N:10]=3)[CH2:3][CH:4]2[CH2:8]1)=[O:23].